This data is from Full USPTO retrosynthesis dataset with 1.9M reactions from patents (1976-2016). The task is: Predict the reactants needed to synthesize the given product. (1) The reactants are: [CH3:1][O:2][C:3]([C@@H:5]1[CH2:9][C@@H:8]([S:10]([CH2:13][CH:14]2[CH2:16][CH2:15]2)(=[O:12])=[O:11])[CH2:7][N:6]1[C:17](=S)[CH2:18][C:19](=O)[CH3:20])=[O:4].[C:23]1([CH2:29][CH2:30][NH:31][NH2:32])[CH:28]=[CH:27][CH:26]=[CH:25][CH:24]=1. Given the product [CH3:1][O:2][C:3]([C@@H:5]1[CH2:9][C@@H:8]([S:10]([CH2:13][CH:14]2[CH2:16][CH2:15]2)(=[O:12])=[O:11])[CH2:7][N:6]1[C:17]1[N:31]([CH2:30][CH2:29][C:23]2[CH:28]=[CH:27][CH:26]=[CH:25][CH:24]=2)[N:32]=[C:19]([CH3:20])[CH:18]=1)=[O:4], predict the reactants needed to synthesize it. (2) Given the product [C:31]([N:18]1[CH2:19][CH2:20][CH2:21][C@H:17]1[C:15]([NH:14][C:5]1[CH:6]=[CH:7][C:8]([C:9]2[O:13][CH:12]=[N:11][CH:10]=2)=[C:3]([O:2][CH3:1])[CH:4]=1)=[O:16])(=[O:35])[CH:32]([CH3:34])[CH3:33], predict the reactants needed to synthesize it. The reactants are: [CH3:1][O:2][C:3]1[CH:4]=[C:5]([NH:14][C:15]([C@@H:17]2[CH2:21][CH2:20][CH2:19][NH:18]2)=[O:16])[CH:6]=[CH:7][C:8]=1[C:9]1[O:13][CH:12]=[N:11][CH:10]=1.C(N(C(C)C)CC)(C)C.[C:31](Cl)(=[O:35])[CH:32]([CH3:34])[CH3:33]. (3) Given the product [CH3:1][O:2][C:3]1[CH:4]=[C:5]2[C:10](=[CH:11][C:12]=1[O:13][CH3:14])[N:9]=[CH:8][CH:7]=[C:6]2[O:15][C:16]1[C:22]([CH3:23])=[CH:21][C:19]([NH:20][C:43](=[O:49])[O:42][CH2:40][CH2:60][S:59][C:53]2[CH:54]=[C:55]([CH3:58])[CH:56]=[CH:57][C:52]=2[CH3:51])=[C:18]([CH3:24])[CH:17]=1, predict the reactants needed to synthesize it. The reactants are: [CH3:1][O:2][C:3]1[CH:4]=[C:5]2[C:10](=[CH:11][C:12]=1[O:13][CH3:14])[N:9]=[CH:8][CH:7]=[C:6]2[O:15][C:16]1[C:22]([CH3:23])=[CH:21][C:19]([NH2:20])=[C:18]([CH3:24])[CH:17]=1.C1(C)C=CC=CC=1.C(N(CC)CC)C.Cl[C:40](Cl)([O:42][C:43](=[O:49])OC(Cl)(Cl)Cl)Cl.[CH3:51][C:52]1[CH:57]=[CH:56][C:55]([CH3:58])=[CH:54][C:53]=1[S:59][CH2:60]CO. (4) Given the product [CH:1]([C:4]1[C:8]([CH2:9][OH:10])=[C:7]([CH:14]([CH3:16])[CH3:15])[O:6][N:5]=1)([CH3:3])[CH3:2], predict the reactants needed to synthesize it. The reactants are: [CH:1]([C:4]1[C:8]([C:9](OCC)=[O:10])=[C:7]([CH:14]([CH3:16])[CH3:15])[O:6][N:5]=1)([CH3:3])[CH3:2].[H-].[Al+3].[Li+].[H-].[H-].[H-]. (5) The reactants are: [CH3:1][O:2][C:3]1[C:4](=[O:25])[C:5]([CH3:24])=[C:6]([CH2:12][C:13]2[CH:14]=[C:15]([CH2:19][CH2:20][C:21]([OH:23])=O)[CH:16]=[CH:17][CH:18]=2)[C:7](=[O:11])[C:8]=1[O:9][CH3:10].[NH:26]1[CH2:31][CH2:30][O:29][CH2:28][CH2:27]1. Given the product [CH3:1][O:2][C:3]1[C:4](=[O:25])[C:5]([CH3:24])=[C:6]([CH2:12][C:13]2[CH:14]=[C:15]([CH2:19][CH2:20][C:21]([N:26]3[CH2:31][CH2:30][O:29][CH2:28][CH2:27]3)=[O:23])[CH:16]=[CH:17][CH:18]=2)[C:7](=[O:11])[C:8]=1[O:9][CH3:10], predict the reactants needed to synthesize it. (6) Given the product [OH:1][NH:2][C:6](=[O:30])[CH2:7][CH2:8][CH2:9][CH2:10][CH2:11][CH2:12][N:13]([C:20]1[N:21]=[CH:22][C:23]2[C:28]([CH:29]=1)=[CH:27][CH:26]=[CH:25][CH:24]=2)[C:14]1[CH:19]=[CH:18][CH:17]=[CH:16][N:15]=1, predict the reactants needed to synthesize it. The reactants are: [OH:1][NH2:2].C(O[C:6](=[O:30])[CH2:7][CH2:8][CH2:9][CH2:10][CH2:11][CH2:12][N:13]([C:20]1[N:21]=[CH:22][C:23]2[C:28]([CH:29]=1)=[CH:27][CH:26]=[CH:25][CH:24]=2)[C:14]1[CH:19]=[CH:18][CH:17]=[CH:16][N:15]=1)C. (7) Given the product [CH3:1][NH:2][C:10]([C:12]1[N:13]=[CH:14][C:15]([C:18]([O:20][CH3:21])=[O:19])=[CH:16][CH:17]=1)=[O:9], predict the reactants needed to synthesize it. The reactants are: [CH3:1][NH2:2].Cl.C[Al](C)C.C[O:9][C:10]([C:12]1[CH:17]=[CH:16][C:15]([C:18]([O:20][CH3:21])=[O:19])=[CH:14][N:13]=1)=O.